Dataset: Forward reaction prediction with 1.9M reactions from USPTO patents (1976-2016). Task: Predict the product of the given reaction. (1) Given the reactants [NH2:1][C:2]1[CH:7]=[C:6]([Cl:8])[CH:5]=[CH:4][C:3]=1[NH:9][C:10](=O)[CH2:11][CH2:12][N:13]1[CH2:18][CH2:17][C:16]([CH2:20][C:21]2[CH:26]=[CH:25][C:24]([Cl:27])=[CH:23][CH:22]=2)([OH:19])[C:15]([CH3:29])([CH3:28])[CH2:14]1.Cl, predict the reaction product. The product is: [Cl:8][C:6]1[CH:5]=[CH:4][C:3]2[N:9]=[C:10]([CH2:11][CH2:12][N:13]3[CH2:18][CH2:17][C:16]([CH2:20][C:21]4[CH:26]=[CH:25][C:24]([Cl:27])=[CH:23][CH:22]=4)([OH:19])[C:15]([CH3:29])([CH3:28])[CH2:14]3)[NH:1][C:2]=2[CH:7]=1. (2) Given the reactants [NH2:1][C:2]1[CH:3]=[C:4]([CH:34]=[CH:35][C:36]=1[S:37][CH3:38])[C:5]([O:7][C@H:8]([C:19]1[CH:24]=[CH:23][C:22]([O:25][CH:26]([F:28])[F:27])=[C:21]([O:29][CH2:30][CH:31]2[CH2:33][CH2:32]2)[CH:20]=1)[CH2:9][C:10]1[C:15]([Cl:16])=[CH:14][N+:13]([O-:17])=[CH:12][C:11]=1[Cl:18])=[O:6].[CH3:39][S:40](Cl)(=[O:42])=[O:41].N1C=CC=CC=1, predict the reaction product. The product is: [Cl:18][C:11]1[CH:12]=[N+:13]([O-:17])[CH:14]=[C:15]([Cl:16])[C:10]=1[CH2:9][C@@H:8]([C:19]1[CH:24]=[CH:23][C:22]([O:25][CH:26]([F:27])[F:28])=[C:21]([O:29][CH2:30][CH:31]2[CH2:32][CH2:33]2)[CH:20]=1)[O:7][C:5](=[O:6])[C:4]1[CH:34]=[CH:35][C:36]([S:37][CH3:38])=[C:2]([NH:1][S:40]([CH3:39])(=[O:42])=[O:41])[CH:3]=1.